Dataset: TCR-epitope binding with 47,182 pairs between 192 epitopes and 23,139 TCRs. Task: Binary Classification. Given a T-cell receptor sequence (or CDR3 region) and an epitope sequence, predict whether binding occurs between them. (1) The epitope is RQLLFVVEV. Result: 1 (the TCR binds to the epitope). The TCR CDR3 sequence is CASSLEPGRERNSGNTIYF. (2) The epitope is FIAGLIAIV. The TCR CDR3 sequence is CASTTGGGGYEQYF. Result: 0 (the TCR does not bind to the epitope).